From a dataset of Forward reaction prediction with 1.9M reactions from USPTO patents (1976-2016). Predict the product of the given reaction. (1) Given the reactants [CH2:1]([O:3][C:4](=[O:13])[CH2:5][C:6]([O:8][C:9]([CH3:12])([CH3:11])[CH3:10])=[O:7])[CH3:2].CC(C)([O-])C.[K+].[CH2:20]([O:22][C:23](=[O:35])[C:24]([CH3:34])=[C:25]=[CH:26][C:27]1[CH:32]=[CH:31][C:30]([F:33])=[CH:29][CH:28]=1)[CH3:21].C(O)(=O)CC(CC(O)=O)(C(O)=O)O, predict the reaction product. The product is: [CH2:20]([O:22][C:23](=[O:35])[CH:24]([CH3:34])/[C:25](=[CH:26]\[C:27]1[CH:28]=[CH:29][C:30]([F:33])=[CH:31][CH:32]=1)/[CH:5]([C:4]([O:3][CH2:1][CH3:2])=[O:13])[C:6]([O:8][C:9]([CH3:12])([CH3:11])[CH3:10])=[O:7])[CH3:21]. (2) The product is: [CH2:26]([C:27]1[CH:28]=[CH:29][C:30]([C:33]([N:7]2[CH2:6][CH2:5][C:4]3[C:9](=[C:10]([N:13]4[CH2:14][CH2:15][N:16]([CH3:19])[CH2:17][CH2:18]4)[CH:11]=[CH:12][C:3]=3[O:2][CH3:1])[CH2:8]2)=[O:34])=[CH:31][CH:32]=1)[C:23]1[CH:22]=[CH:21][CH:20]=[CH:25][CH:24]=1. Given the reactants [CH3:1][O:2][C:3]1[CH:12]=[CH:11][C:10]([N:13]2[CH2:18][CH2:17][N:16]([CH3:19])[CH2:15][CH2:14]2)=[C:9]2[C:4]=1[CH2:5][CH2:6][NH:7][CH2:8]2.[CH:20]1[CH:25]=[CH:24][C:23]([CH2:26][C:27]2[CH:32]=[CH:31][C:30]([C:33](O)=[O:34])=[CH:29][CH:28]=2)=[CH:22][CH:21]=1, predict the reaction product.